From a dataset of Full USPTO retrosynthesis dataset with 1.9M reactions from patents (1976-2016). Predict the reactants needed to synthesize the given product. (1) Given the product [Cl:1][C:2]1[C:10]2[C:5](=[CH:6][CH:7]=[CH:8][CH:9]=2)[N:4]([C:11]2[CH:24]=[CH:23][C:14]([CH2:15][NH:16][C:17]([C:19]3([NH:22][C:38]([C:36]4[O:35][N:34]=[C:33]([O:32][CH3:31])[CH:37]=4)=[O:39])[CH2:21][CH2:20]3)=[O:18])=[CH:13][CH:12]=2)[C:3]=1[C:25]1[N:29]=[C:28]([CH3:30])[O:27][N:26]=1, predict the reactants needed to synthesize it. The reactants are: [Cl:1][C:2]1[C:10]2[C:5](=[CH:6][CH:7]=[CH:8][CH:9]=2)[N:4]([C:11]2[CH:24]=[CH:23][C:14]([CH2:15][NH:16][C:17]([C:19]3([NH2:22])[CH2:21][CH2:20]3)=[O:18])=[CH:13][CH:12]=2)[C:3]=1[C:25]1[N:29]=[C:28]([CH3:30])[O:27][N:26]=1.[CH3:31][O:32][C:33]1[CH:37]=[C:36]([C:38](O)=[O:39])[O:35][N:34]=1.CN(C(ON1N=NC2C=CC=CC1=2)=[N+](C)C)C.F[P-](F)(F)(F)(F)F.C(N(CC)C(C)C)(C)C. (2) Given the product [CH:13]1([C:16]([OH:54])([CH3:53])[CH2:17][O:18][C@H:19]2[CH2:20][CH2:21][C@H:22]([N:25]3[C:30](=[O:31])[C:29]([CH2:32][C:33]4[CH:34]=[CH:35][C:36]([C:39]5[CH:44]=[CH:43][CH:42]=[CH:41][C:40]=5[C:45]5[NH:3][C:4](=[O:7])[O:5][N:46]=5)=[CH:37][CH:38]=4)=[C:28]([CH2:47][CH2:48][CH3:49])[N:27]4[N:50]=[CH:51][CH:52]=[C:26]34)[CH2:23][CH2:24]2)[CH2:14][CH2:15]1, predict the reactants needed to synthesize it. The reactants are: [Cl-].O[NH3+:3].[C:4](=[O:7])([O-])[OH:5].[Na+].CS(C)=O.[CH:13]1([C:16]([OH:54])([CH3:53])[CH2:17][O:18][C@H:19]2[CH2:24][CH2:23][C@H:22]([N:25]3[C:30](=[O:31])[C:29]([CH2:32][C:33]4[CH:38]=[CH:37][C:36]([C:39]5[C:40]([C:45]#[N:46])=[CH:41][CH:42]=[CH:43][CH:44]=5)=[CH:35][CH:34]=4)=[C:28]([CH2:47][CH2:48][CH3:49])[N:27]4[N:50]=[CH:51][CH:52]=[C:26]34)[CH2:21][CH2:20]2)[CH2:15][CH2:14]1. (3) The reactants are: [CH3:1][C:2]1[S:10][C:5]2=[CH:6][N:7]=[CH:8][CH:9]=[C:4]2[CH:3]=1.[N+:11]([O-])([OH:13])=[O:12].[OH-].[Na+].O.C([O-])(O)=O.[Na+]. Given the product [CH3:1][C:2]1[S:10][C:5]2=[CH:6][N:7]=[CH:8][CH:9]=[C:4]2[C:3]=1[N+:11]([O-:13])=[O:12], predict the reactants needed to synthesize it. (4) Given the product [C:1]([O:5][C:6]([NH:8][C@:9]([C:18]1[O:22][C:21]([C:23]2[CH:24]=[C:25]([CH:29]=[C:30]([C:32]3([C:37]#[N:38])[CH2:36][CH2:35][CH2:34][CH2:33]3)[CH:31]=2)[C:26]([NH:48][C@@H:46]([C:43]2[CH:44]=[CH:45][C:40]([F:39])=[CH:41][CH:42]=2)[CH3:47])=[O:27])=[N:20][N:19]=1)([CH3:17])[CH2:10][C:11]1[CH:16]=[CH:15][CH:14]=[CH:13][CH:12]=1)=[O:7])([CH3:2])([CH3:3])[CH3:4], predict the reactants needed to synthesize it. The reactants are: [C:1]([O:5][C:6]([NH:8][C@:9]([C:18]1[O:22][C:21]([C:23]2[CH:24]=[C:25]([CH:29]=[C:30]([C:32]3([C:37]#[N:38])[CH2:36][CH2:35][CH2:34][CH2:33]3)[CH:31]=2)[C:26](O)=[O:27])=[N:20][N:19]=1)([CH3:17])[CH2:10][C:11]1[CH:16]=[CH:15][CH:14]=[CH:13][CH:12]=1)=[O:7])([CH3:4])([CH3:3])[CH3:2].[F:39][C:40]1[CH:45]=[CH:44][C:43]([C@H:46]([NH2:48])[CH3:47])=[CH:42][CH:41]=1.F[P-](F)(F)(F)(F)F.N1(O[P+](N(C)C)(N(C)C)N(C)C)C2C=CC=CC=2N=N1.C(N(C(C)C)CC)(C)C. (5) Given the product [Br:6][C:7]1[CH:8]=[C:9]([C:13](=[N:16][OH:17])[C:14]#[N:15])[CH:10]=[CH:11][CH:12]=1, predict the reactants needed to synthesize it. The reactants are: [O-]CC.[Na+].[Na].[Br:6][C:7]1[CH:8]=[C:9]([CH2:13][C:14]#[N:15])[CH:10]=[CH:11][CH:12]=1.[N:16](OCCC(C)C)=[O:17]. (6) Given the product [CH2:1]([O:8][C:9]1[CH:14]=[CH:13][N:12]([C:17]2[CH:25]=[C:24]3[C:20]([C:21]4[CH2:39][CH2:38][N:37]([C:40]([O:42][C:43]([CH3:46])([CH3:45])[CH3:44])=[O:41])[CH2:36][C:22]=4[N:23]3[S:26]([C:29]3[CH:30]=[CH:31][C:32]([CH3:33])=[CH:34][CH:35]=3)(=[O:28])=[O:27])=[CH:19][CH:18]=2)[C:11](=[O:15])[CH:10]=1)[C:2]1[CH:3]=[CH:4][CH:5]=[CH:6][CH:7]=1, predict the reactants needed to synthesize it. The reactants are: [CH2:1]([O:8][C:9]1[CH:14]=[CH:13][NH:12][C:11](=[O:15])[CH:10]=1)[C:2]1[CH:7]=[CH:6][CH:5]=[CH:4][CH:3]=1.Br[C:17]1[CH:25]=[C:24]2[C:20]([C:21]3[CH2:39][CH2:38][N:37]([C:40]([O:42][C:43]([CH3:46])([CH3:45])[CH3:44])=[O:41])[CH2:36][C:22]=3[N:23]2[S:26]([C:29]2[CH:35]=[CH:34][C:32]([CH3:33])=[CH:31][CH:30]=2)(=[O:28])=[O:27])=[CH:19][CH:18]=1.OC1C=CC=C2C=1N=CC=C2.C([O-])([O-])=O.[Cs+].[Cs+].